Dataset: NCI-60 drug combinations with 297,098 pairs across 59 cell lines. Task: Regression. Given two drug SMILES strings and cell line genomic features, predict the synergy score measuring deviation from expected non-interaction effect. (1) Drug 1: CCC1(CC2CC(C3=C(CCN(C2)C1)C4=CC=CC=C4N3)(C5=C(C=C6C(=C5)C78CCN9C7C(C=CC9)(C(C(C8N6C)(C(=O)OC)O)OC(=O)C)CC)OC)C(=O)OC)O.OS(=O)(=O)O. Drug 2: CC1=C(C=C(C=C1)C(=O)NC2=CC(=CC(=C2)C(F)(F)F)N3C=C(N=C3)C)NC4=NC=CC(=N4)C5=CN=CC=C5. Cell line: CAKI-1. Synergy scores: CSS=-14.5, Synergy_ZIP=6.25, Synergy_Bliss=1.46, Synergy_Loewe=-1.20, Synergy_HSA=-7.13. (2) Drug 1: CC12CCC(CC1=CCC3C2CCC4(C3CC=C4C5=CN=CC=C5)C)O. Drug 2: CC(CN1CC(=O)NC(=O)C1)N2CC(=O)NC(=O)C2. Cell line: NCI/ADR-RES. Synergy scores: CSS=15.1, Synergy_ZIP=-2.13, Synergy_Bliss=4.09, Synergy_Loewe=-1.57, Synergy_HSA=3.59. (3) Drug 1: CN(C)N=NC1=C(NC=N1)C(=O)N. Drug 2: CC1=CC=C(C=C1)C2=CC(=NN2C3=CC=C(C=C3)S(=O)(=O)N)C(F)(F)F. Cell line: HOP-62. Synergy scores: CSS=3.90, Synergy_ZIP=2.73, Synergy_Bliss=4.68, Synergy_Loewe=-0.0509, Synergy_HSA=1.21. (4) Drug 1: CC(C1=C(C=CC(=C1Cl)F)Cl)OC2=C(N=CC(=C2)C3=CN(N=C3)C4CCNCC4)N. Drug 2: CCC1=C2CN3C(=CC4=C(C3=O)COC(=O)C4(CC)O)C2=NC5=C1C=C(C=C5)O. Cell line: UACC62. Synergy scores: CSS=35.0, Synergy_ZIP=-1.21, Synergy_Bliss=-1.05, Synergy_Loewe=-22.5, Synergy_HSA=-0.532.